This data is from Catalyst prediction with 721,799 reactions and 888 catalyst types from USPTO. The task is: Predict which catalyst facilitates the given reaction. (1) Reactant: B(Br)(Br)Br.[Br:5][C:6]1[CH:7]=[C:8]([C:14]2[CH:19]=[CH:18][C:17]([CH2:20][N:21]([CH3:34])[C:22]([C:24]3[C:32]4[C:27](=[CH:28][CH:29]=[CH:30][CH:31]=4)[N:26]([CH3:33])[CH:25]=3)=[O:23])=[CH:16][CH:15]=2)[CH:9]=[CH:10][C:11]=1[O:12]C.C(=O)=O.CC(C)=O.O. Product: [Br:5][C:6]1[CH:7]=[C:8]([C:14]2[CH:19]=[CH:18][C:17]([CH2:20][N:21]([CH3:34])[C:22]([C:24]3[C:32]4[C:27](=[CH:28][CH:29]=[CH:30][CH:31]=4)[N:26]([CH3:33])[CH:25]=3)=[O:23])=[CH:16][CH:15]=2)[CH:9]=[CH:10][C:11]=1[OH:12]. The catalyst class is: 2. (2) Reactant: [H-].[Na+:2].[C:3]([O:6][CH2:7][CH3:8])(=[O:5])[CH3:4].[CH:9](OCC)=[O:10]. Product: [CH2:7]([O:6][C:3](=[O:5])/[CH:4]=[CH:9]\[O-:10])[CH3:8].[Na+:2]. The catalyst class is: 740. (3) Reactant: [Br:1][C:2]1[CH:7]=[CH:6][C:5]([S:8]([N:11]([CH2:13][C:14]2[S:15][CH:16]=[C:17]([C:19]([O:21]CC)=[O:20])[N:18]=2)[CH3:12])(=[O:10])=[O:9])=[CH:4][CH:3]=1.[OH-].[Li+]. Product: [Br:1][C:2]1[CH:7]=[CH:6][C:5]([S:8]([N:11]([CH2:13][C:14]2[S:15][CH:16]=[C:17]([C:19]([OH:21])=[O:20])[N:18]=2)[CH3:12])(=[O:10])=[O:9])=[CH:4][CH:3]=1. The catalyst class is: 12. (4) Reactant: [Cl:1][C:2]1[CH:3]=[C:4]([O:9][CH3:10])[C:5]([NH2:8])=[N:6][CH:7]=1.[Br:11][C:12]1[CH:13]=[C:14]([S:18](Cl)(=[O:20])=[O:19])[CH:15]=[N:16][CH:17]=1. Product: [Br:11][C:12]1[CH:13]=[C:14]([S:18]([NH:8][C:5]2[C:4]([O:9][CH3:10])=[CH:3][C:2]([Cl:1])=[CH:7][N:6]=2)(=[O:20])=[O:19])[CH:15]=[N:16][CH:17]=1. The catalyst class is: 100. (5) Reactant: [F:1][C@H:2]1[C@H:7]([O:8][C:9]2[CH:14]=[CH:13][C:12]([N+:15]([O-])=O)=[CH:11][C:10]=2[C:18]([F:21])([F:20])[F:19])[CH2:6][CH2:5][N:4]([C:22]([O:24][C:25]([CH3:28])([CH3:27])[CH3:26])=[O:23])[CH2:3]1. Product: [NH2:15][C:12]1[CH:13]=[CH:14][C:9]([O:8][C@@H:7]2[CH2:6][CH2:5][N:4]([C:22]([O:24][C:25]([CH3:28])([CH3:27])[CH3:26])=[O:23])[CH2:3][C@H:2]2[F:1])=[C:10]([C:18]([F:21])([F:19])[F:20])[CH:11]=1. The catalyst class is: 50. (6) Reactant: [NH:1]1[CH2:4][CH:3]([N:5]2[CH:9]=[C:8]([C:10]3[CH:11]=[N:12][C:13]4[C:18]([CH:19]=3)=[CH:17][C:16]([S:20][C:21]3[N:25]5[N:26]=[C:27]([CH3:30])[CH:28]=[CH:29][C:24]5=[N:23][N:22]=3)=[CH:15][CH:14]=4)[CH:7]=[N:6]2)[CH2:2]1.[CH:31](=O)[CH3:32].C(O[BH-](OC(=O)C)OC(=O)C)(=O)C.[Na+]. Product: [CH2:31]([N:1]1[CH2:2][CH:3]([N:5]2[CH:9]=[C:8]([C:10]3[CH:11]=[N:12][C:13]4[C:18]([CH:19]=3)=[CH:17][C:16]([S:20][C:21]3[N:25]5[N:26]=[C:27]([CH3:30])[CH:28]=[CH:29][C:24]5=[N:23][N:22]=3)=[CH:15][CH:14]=4)[CH:7]=[N:6]2)[CH2:4]1)[CH3:32]. The catalyst class is: 4.